Predict the reactants needed to synthesize the given product. From a dataset of Full USPTO retrosynthesis dataset with 1.9M reactions from patents (1976-2016). (1) The reactants are: C(OC([N:8]1[CH2:12][C@H:11]([OH:13])[CH2:10][C@@H:9]1[C:14](=[O:19])[NH:15][CH:16]1[CH2:18][CH2:17]1)=O)(C)(C)C.C(O)(C(F)(F)F)=O. Given the product [CH:16]1([NH:15][C:14]([C@H:9]2[CH2:10][C@@H:11]([OH:13])[CH2:12][NH:8]2)=[O:19])[CH2:18][CH2:17]1, predict the reactants needed to synthesize it. (2) Given the product [CH2:40]([C:42]1[CH:47]=[CH:46][C:45]([C:48]2[C:49]([CH2:57][O:58][C:59]3[CH:64]=[CH:63][C:62]([CH2:65][CH2:66][C:67]([OH:69])=[O:68])=[C:61]([CH3:72])[C:60]=3[CH3:73])=[C:50]([C:53]([F:55])([F:56])[F:54])[S:51][CH:52]=2)=[CH:44][CH:43]=1)[CH3:41], predict the reactants needed to synthesize it. The reactants are: CS(OCC1C(C2C=CC(CC)=CC=2)=CSC=1C(F)(F)F)(=O)=O.CC1C(C)=C(O)C=CC=1CCC(OCC)=O.[CH2:40]([C:42]1[CH:47]=[CH:46][C:45]([C:48]2[C:49]([CH2:57][O:58][C:59]3[CH:64]=[CH:63][C:62]([CH2:65][CH2:66][C:67]([O:69]CC)=[O:68])=[C:61]([CH3:72])[C:60]=3[CH3:73])=[C:50]([C:53]([F:56])([F:55])[F:54])[S:51][CH:52]=2)=[CH:44][CH:43]=1)[CH3:41]. (3) Given the product [Cl:1][C:2]1[CH:3]=[C:4]([CH:18]=[CH:19][CH:20]=1)[CH2:5][NH:6][C:7]([C:9]1[CH:10]=[CH:11][C:12]2[C:16]([CH:17]=1)=[N:15][N:14]([CH2:22][CH2:23][C:24]1[CH:29]=[CH:28][CH:27]=[CH:26][N:25]=1)[CH:13]=2)=[O:8], predict the reactants needed to synthesize it. The reactants are: [Cl:1][C:2]1[CH:3]=[C:4]([CH:18]=[CH:19][CH:20]=1)[CH2:5][NH:6][C:7]([C:9]1[CH:17]=[C:16]2[C:12]([CH:13]=[N:14][NH:15]2)=[CH:11][CH:10]=1)=[O:8].Cl[CH2:22][CH2:23][C:24]1[CH:29]=[CH:28][CH:27]=[CH:26][N:25]=1.N1C2C(=CC=CC=2)C=N1. (4) Given the product [NH2:28][C:25]1[CH:24]=[CH:23][C:22]([S:19]([NH:18][C:14]2[CH:15]=[CH:16][CH:17]=[C:12]([NH:11][C:8]3[N:7]=[C:6]([C:31]4[C:39]5[C:34](=[CH:35][CH:36]=[CH:37][CH:38]=5)[N:33]([S:40]([C:43]5[CH:44]=[CH:45][CH:46]=[CH:47][CH:48]=5)(=[O:41])=[O:42])[CH:32]=4)[C:5]([Cl:4])=[CH:10][N:9]=3)[CH:13]=2)(=[O:21])=[O:20])=[CH:27][CH:26]=1, predict the reactants needed to synthesize it. The reactants are: [Sn](Cl)Cl.[Cl:4][C:5]1[C:6]([C:31]2[C:39]3[C:34](=[CH:35][CH:36]=[CH:37][CH:38]=3)[N:33]([S:40]([C:43]3[CH:48]=[CH:47][CH:46]=[CH:45][CH:44]=3)(=[O:42])=[O:41])[CH:32]=2)=[N:7][C:8]([NH:11][C:12]2[CH:13]=[C:14]([NH:18][S:19]([C:22]3[CH:27]=[CH:26][C:25]([N+:28]([O-])=O)=[CH:24][CH:23]=3)(=[O:21])=[O:20])[CH:15]=[CH:16][CH:17]=2)=[N:9][CH:10]=1. (5) Given the product [CH3:1][C:2]1[CH:3]=[CH:4][C:5]([S:8]([O:11][CH2:12][C@@H:13]2[O:35][C:17]3=[C:18]4[C:22](=[CH:23][CH:24]=[C:16]3[CH2:15][CH2:14]2)[N:21]([S:25]([C:28]2[CH:29]=[CH:30][C:31]([CH3:34])=[CH:32][CH:33]=2)(=[O:26])=[O:27])[CH:20]=[CH:19]4)(=[O:9])=[O:10])=[CH:6][CH:7]=1, predict the reactants needed to synthesize it. The reactants are: [CH3:1][C:2]1[CH:7]=[CH:6][C:5]([S:8]([O:11][CH2:12][C@@H:13]2[O:35][C:17]3=[C:18]4[C:22](=[CH:23][CH:24]=[C:16]3[CH:15]=[CH:14]2)[N:21]([S:25]([C:28]2[CH:33]=[CH:32][C:31]([CH3:34])=[CH:30][CH:29]=2)(=[O:27])=[O:26])[CH:20]=[CH:19]4)(=[O:10])=[O:9])=[CH:4][CH:3]=1. (6) Given the product [Cl:1][C:2]1[CH:7]=[C:6]([C:8]2[N:13]=[C:12]([Cl:46])[C:11]([C:16]3[CH:21]=[CH:20][CH:19]=[C:18]([CH3:22])[CH:17]=3)=[C:10]([C:23]3[CH:28]=[CH:27][N:26]=[C:25]([Cl:29])[CH:24]=3)[N:9]=2)[CH:5]=[CH:4][N:3]=1, predict the reactants needed to synthesize it. The reactants are: [Cl:1][C:2]1[CH:7]=[C:6]([C:8]2[N:13](C)[C:12](=O)[C:11]([C:16]3[CH:21]=[CH:20][CH:19]=[C:18]([CH3:22])[CH:17]=3)=[C:10]([C:23]3[CH:28]=[CH:27][N:26]=[C:25]([Cl:29])[CH:24]=3)[N:9]=2)[CH:5]=[CH:4][N:3]=1.CC(NC1N=C([Cl:46])C(C2C=CC(F)=CC=2)=C(C2C=CN=CC=2)N=1)(C1C=CC=CC=1)C.